This data is from Reaction yield outcomes from USPTO patents with 853,638 reactions. The task is: Predict the reaction yield, written as a fraction of the theoretical maximum amount of product (1.0 means a 100% yield; for example, 0.34 means a 34% yield). The reactants are [CH3:1][C:2]1[CH:7]=[C:6]([NH2:8])[C:5]([CH3:9])=[CH:4][C:3]=1[NH2:10].[CH3:11][C:12]([O:15][C:16](O[C:16]([O:15][C:12]([CH3:14])([CH3:13])[CH3:11])=[O:17])=[O:17])([CH3:14])[CH3:13]. The catalyst is C1COCC1. The product is [C:12]([O:15][C:16](=[O:17])[NH:8][C:6]1[CH:7]=[C:2]([CH3:1])[C:3]([NH2:10])=[CH:4][C:5]=1[CH3:9])([CH3:14])([CH3:13])[CH3:11]. The yield is 0.900.